Predict the reactants needed to synthesize the given product. From a dataset of Full USPTO retrosynthesis dataset with 1.9M reactions from patents (1976-2016). (1) Given the product [ClH:16].[C:1]1([CH:7]([C:8]2[CH:9]=[CH:10][CH:11]=[CH:12][CH:13]=2)[N:14]2[CH2:18][CH:17]([OH:19])[CH2:15]2)[CH:6]=[CH:5][CH:4]=[CH:3][CH:2]=1, predict the reactants needed to synthesize it. The reactants are: [C:1]1([CH:7]([NH2:14])[C:8]2[CH:13]=[CH:12][CH:11]=[CH:10][CH:9]=2)[CH:6]=[CH:5][CH:4]=[CH:3][CH:2]=1.[CH2:15]([CH:17]1[O:19][CH2:18]1)[Cl:16]. (2) Given the product [CH:27]1([CH2:26][C@@H:9]([NH:8][C:6](=[O:7])[O:5][C:1]([CH3:3])([CH3:2])[CH3:4])[CH:10]([OH:25])[C:11]([NH:13][NH2:14])=[O:12])[CH2:28][CH2:29][CH2:30][CH2:31][CH2:32]1, predict the reactants needed to synthesize it. The reactants are: [C:1]([O:5][C:6]([NH:8][C@H:9]([CH2:26][CH:27]1[CH2:32][CH2:31][CH2:30][CH2:29][CH2:28]1)[CH:10]([OH:25])[C:11]([NH:13][NH:14]C(OCC1C=CC=CC=1)=O)=[O:12])=[O:7])([CH3:4])([CH3:3])[CH3:2]. (3) Given the product [CH2:12]([NH:14][C:15]1[S:16][CH:3]=[C:4]([C:6]2[CH:11]=[CH:10][N:9]=[CH:8][CH:7]=2)[N:17]=1)[CH3:13], predict the reactants needed to synthesize it. The reactants are: Br.Br[CH2:3][C:4]([C:6]1[CH:11]=[CH:10][N:9]=[CH:8][CH:7]=1)=O.[CH2:12]([NH:14][C:15]([NH2:17])=[S:16])[CH3:13]. (4) Given the product [CH2:1]([N:8]1[CH2:12][CH2:11][C@@H:10]([NH:13][C:14]2[C:24]([F:25])=[CH:23][C:17]([C:18]([O:20][CH2:21][CH3:22])=[O:19])=[CH:16][N:15]=2)[CH2:9]1)[C:2]1[CH:7]=[CH:6][CH:5]=[CH:4][CH:3]=1, predict the reactants needed to synthesize it. The reactants are: [CH2:1]([N:8]1[CH2:12][CH2:11][C@@H:10]([NH:13][C:14]2[C:24]([F:25])=[CH:23][C:17]([C:18]([O:20][CH2:21][CH3:22])=[O:19])=[C:16](Cl)[N:15]=2)[CH2:9]1)[C:2]1[CH:7]=[CH:6][CH:5]=[CH:4][CH:3]=1.C([O-])=O.[NH4+]. (5) Given the product [Cl:1][C:2]1[CH:10]=[CH:9][CH:8]=[C:7]2[C:3]=1[C:4]([C:17](=[O:18])[C:16]([F:27])([F:26])[F:15])=[CH:5][N:6]2[CH:11]1[CH2:14][O:13][CH2:12]1, predict the reactants needed to synthesize it. The reactants are: [Cl:1][C:2]1[CH:10]=[CH:9][CH:8]=[C:7]2[C:3]=1[CH:4]=[CH:5][N:6]2[CH:11]1[CH2:14][O:13][CH2:12]1.[F:15][C:16]([F:27])([F:26])[C:17](O[C:17](=[O:18])[C:16]([F:27])([F:26])[F:15])=[O:18].O. (6) Given the product [Br:1][C:2]1[C:7]([N:33]2[CH2:38][CH2:37][CH2:36][C@@H:35]([OH:39])[CH2:34]2)=[N:6][C:5]([C:9]2[C:17]3[C:12](=[CH:13][N:14]=[C:15]([C:18]4[CH:19]=[N:20][CH:21]=[CH:22][CH:23]=4)[CH:16]=3)[NH:11][N:10]=2)=[CH:4][CH:3]=1, predict the reactants needed to synthesize it. The reactants are: [Br:1][C:2]1[CH:3]=[CH:4][C:5]([C:9]2[C:17]3[C:12](=[CH:13][N:14]=[C:15]([C:18]4[CH:19]=[N:20][CH:21]=[CH:22][CH:23]=4)[CH:16]=3)[N:11](COCC[Si](C)(C)C)[N:10]=2)=[N:6][C:7]=1F.Cl.[NH:33]1[CH2:38][CH2:37][CH2:36][C@@H:35]([OH:39])[CH2:34]1.